Task: Predict the reaction yield, written as a fraction of the theoretical maximum amount of product (1.0 means a 100% yield; for example, 0.34 means a 34% yield).. Dataset: Reaction yield outcomes from USPTO patents with 853,638 reactions (1) The reactants are O[CH2:2][CH2:3][CH2:4][CH2:5][CH2:6][CH2:7][CH2:8][CH2:9][CH2:10][CH2:11][CH2:12][CH2:13][CH2:14][CH2:15][CH2:16][CH2:17][C:18]([O:20][CH2:21][CH3:22])=[O:19].C1C=CC(P(C2C=CC=CC=2)C2C=CC=CC=2)=CC=1.N1C=CN=C1.[I:47]C1C=CC(CCCCCCCCCCCCCCCCCCO)=CC=1. The catalyst is C(Cl)Cl.C1C=CC=CC=1. The product is [I:47][CH2:2][CH2:3][CH2:4][CH2:5][CH2:6][CH2:7][CH2:8][CH2:9][CH2:10][CH2:11][CH2:12][CH2:13][CH2:14][CH2:15][CH2:16][CH2:17][C:18]([O:20][CH2:21][CH3:22])=[O:19]. The yield is 0.900. (2) The reactants are Br[C:2]1[CH:7]=[CH:6][CH:5]=[CH:4][C:3]=1[CH2:8][CH2:9][OH:10].C([Li])CCC.CCCCCC.[CH2:22]([N:29]1[CH2:34][CH2:33][C:32](=[O:35])[CH2:31][CH2:30]1)[C:23]1[CH:28]=[CH:27][CH:26]=[CH:25][CH:24]=1. The catalyst is O1CCCC1. The product is [CH2:22]([N:29]1[CH2:34][CH2:33][C:32]([C:2]2[CH:7]=[CH:6][CH:5]=[CH:4][C:3]=2[CH2:8][CH2:9][OH:10])([OH:35])[CH2:31][CH2:30]1)[C:23]1[CH:24]=[CH:25][CH:26]=[CH:27][CH:28]=1. The yield is 0.530.